Dataset: Full USPTO retrosynthesis dataset with 1.9M reactions from patents (1976-2016). Task: Predict the reactants needed to synthesize the given product. Given the product [CH3:1][O:2][C:3]1[CH:4]=[C:5]2[C:8](=[CH:9][C:10]=1[O:11][CH3:12])[CH:7]([C:13]([O:15][CH3:16])=[O:14])[CH2:6]2, predict the reactants needed to synthesize it. The reactants are: [CH3:1][O:2][C:3]1[CH:4]=[C:5]2[C:8](=[CH:9][C:10]=1[O:11][CH3:12])[C@H:7]([C:13]([O:15][CH3:16])=[O:14])[CH2:6]2.C1(C2CCCCCCCCCC=2)CCCCCCCCNN=1.